This data is from Full USPTO retrosynthesis dataset with 1.9M reactions from patents (1976-2016). The task is: Predict the reactants needed to synthesize the given product. Given the product [C:32]([O:31][C:30]([NH:29][CH2:28][C:27]1[CH:37]=[C:23]([CH:21]([OH:22])[CH:15]([O:14][CH:11]([CH3:13])[CH3:12])[C:16]([O:18][CH2:19][CH3:20])=[O:17])[CH:24]=[CH:25][C:26]=1[O:38][CH3:39])=[O:36])([CH3:35])([CH3:33])[CH3:34], predict the reactants needed to synthesize it. The reactants are: C[Si](C)(C)N[Si](C)(C)C.[Na].[CH:11]([O:14][CH2:15][C:16]([O:18][CH2:19][CH3:20])=[O:17])([CH3:13])[CH3:12].[CH:21]([C:23]1[CH:24]=[CH:25][C:26]([O:38][CH3:39])=[C:27]([CH:37]=1)[CH2:28][NH:29][C:30](=[O:36])[O:31][C:32]([CH3:35])([CH3:34])[CH3:33])=[O:22].[Cl-].[NH4+].